Dataset: Reaction yield outcomes from USPTO patents with 853,638 reactions. Task: Predict the reaction yield, written as a fraction of the theoretical maximum amount of product (1.0 means a 100% yield; for example, 0.34 means a 34% yield). (1) The reactants are [CH3:1][O:2][C:3](/[CH:5]=[CH:6]/[C:7]1[CH:12]=[CH:11][C:10]([OH:13])=[CH:9][CH:8]=1)=[O:4].Cl[CH2:15][CH2:16][CH2:17][CH2:18][CH2:19][CH2:20][OH:21].C(=O)([O-])[O-].[K+].[K+].[I-].[K+]. The catalyst is CN1C(=O)CCC1.O. The product is [CH3:1][O:2][C:3](=[O:4])[CH:5]=[CH:6][C:7]1[CH:8]=[CH:9][C:10]([O:13][CH2:15][CH2:16][CH2:17][CH2:18][CH2:19][CH2:20][OH:21])=[CH:11][CH:12]=1. The yield is 0.720. (2) The reactants are [CH2:1]([O:4][C:5]1[C:14]2[C:15](=[O:27])[N:16]([CH2:19][C:20]3[CH:25]=[CH:24][C:23]([F:26])=[CH:22][CH:21]=3)[C:17](=[O:18])[C:13]=2[C:12]([O:28]COC)=[C:11]2[C:6]=1[CH:7]=[CH:8][CH:9]=[N:10]2)[CH:2]=[CH2:3].FC(F)(F)C(O)=O. The catalyst is ClCCl. The product is [CH2:1]([O:4][C:5]1[C:14]2[C:15](=[O:27])[N:16]([CH2:19][C:20]3[CH:25]=[CH:24][C:23]([F:26])=[CH:22][CH:21]=3)[C:17](=[O:18])[C:13]=2[C:12]([OH:28])=[C:11]2[C:6]=1[CH:7]=[CH:8][CH:9]=[N:10]2)[CH:2]=[CH2:3]. The yield is 0.440.